Dataset: Reaction yield outcomes from USPTO patents with 853,638 reactions. Task: Predict the reaction yield, written as a fraction of the theoretical maximum amount of product (1.0 means a 100% yield; for example, 0.34 means a 34% yield). The catalyst is O1CCOCC1. The product is [F:1][C:2]1([F:28])[C:8]([CH3:10])([CH3:9])[O:7][CH2:6][C:5](=[S:38])[NH:4][C@:3]1([CH3:27])[C:12]1[CH:13]=[C:14]([C:19]2[CH:24]=[C:23]([F:25])[CH:22]=[C:21]([F:26])[CH:20]=2)[CH:15]=[CH:16][C:17]=1[F:18]. The reactants are [F:1][C:2]1([F:28])[C:8]([CH3:10])([CH3:9])[O:7][CH2:6][C:5](=O)[NH:4][C@:3]1([CH3:27])[C:12]1[CH:13]=[C:14]([C:19]2[CH:24]=[C:23]([F:25])[CH:22]=[C:21]([F:26])[CH:20]=2)[CH:15]=[CH:16][C:17]=1[F:18].COC1C=CC(P2(SP(C3C=CC(OC)=CC=3)(=S)S2)=[S:38])=CC=1. The yield is 0.860.